From a dataset of Full USPTO retrosynthesis dataset with 1.9M reactions from patents (1976-2016). Predict the reactants needed to synthesize the given product. (1) The reactants are: [NH:1]1[CH2:6][CH2:5][O:4][CH2:3][CH2:2]1.[CH:7](=O)[C:8]1[CH:13]=[CH:12][CH:11]=[CH:10][CH:9]=1.C([Cl:18])(=O)C. Given the product [Cl-:18].[CH:7](=[N+:1]1[CH2:6][CH2:5][O:4][CH2:3][CH2:2]1)[C:8]1[CH:13]=[CH:12][CH:11]=[CH:10][CH:9]=1, predict the reactants needed to synthesize it. (2) Given the product [Cl:15][C:14]1[CH:13]=[CH:12][CH:11]=[C:10]([Cl:16])[C:9]=1[C:4]1[C:3]([OH:2])=[CH:8][CH:7]=[CH:6][CH:5]=1, predict the reactants needed to synthesize it. The reactants are: C[O:2][C:3]1[C:4]([C:9]2[C:14]([Cl:15])=[CH:13][CH:12]=[CH:11][C:10]=2[Cl:16])=[CH:5][CH:6]=[CH:7][CH:8]=1.B(Br)(Br)Br.FC1C=CC=C(F)C=1C1C(O)=CC=CC=1. (3) Given the product [CH3:1][N:2]([CH2:4][C:5]1[C:13]2[O:12][N:11]=[C:10]([CH2:14][CH2:15][CH:16]3[CH2:21][CH2:20][N:19]([CH2:35][C:32]4[CH:33]=[N:34][C:29]([O:28][CH3:27])=[CH:30][CH:31]=4)[CH2:18][CH2:17]3)[C:9]=2[CH:8]=[CH:7][C:6]=1[O:22][CH2:23][CH:24]1[CH2:25][CH2:26]1)[CH3:3], predict the reactants needed to synthesize it. The reactants are: [CH3:1][N:2]([CH2:4][C:5]1[C:13]2[O:12][N:11]=[C:10]([CH2:14][CH2:15][CH:16]3[CH2:21][CH2:20][NH:19][CH2:18][CH2:17]3)[C:9]=2[CH:8]=[CH:7][C:6]=1[O:22][CH2:23][CH:24]1[CH2:26][CH2:25]1)[CH3:3].[CH3:27][O:28][C:29]1[N:34]=[CH:33][C:32]([CH:35]=O)=[CH:31][CH:30]=1. (4) Given the product [N:48]1[CH:53]=[CH:52][C:51]([C:2]2[C:10]3[C:5](=[CH:6][CH:7]=[C:8]([C:11]4[N:15]=[C:14]([C@@H:16]5[CH2:21][CH2:20][CH2:19][N:18]([C:22]([O:24][C:25]([CH3:28])([CH3:27])[CH3:26])=[O:23])[CH2:17]5)[NH:13][N:12]=4)[CH:9]=3)[N:4]([C:29]([C:42]3[CH:47]=[CH:46][CH:45]=[CH:44][CH:43]=3)([C:36]3[CH:41]=[CH:40][CH:39]=[CH:38][CH:37]=3)[C:30]3[CH:35]=[CH:34][CH:33]=[CH:32][CH:31]=3)[N:3]=2)=[CH:50][CH:49]=1, predict the reactants needed to synthesize it. The reactants are: Br[C:2]1[C:10]2[C:5](=[CH:6][CH:7]=[C:8]([C:11]3[N:15]=[C:14]([C@@H:16]4[CH2:21][CH2:20][CH2:19][N:18]([C:22]([O:24][C:25]([CH3:28])([CH3:27])[CH3:26])=[O:23])[CH2:17]4)[NH:13][N:12]=3)[CH:9]=2)[N:4]([C:29]([C:42]2[CH:47]=[CH:46][CH:45]=[CH:44][CH:43]=2)([C:36]2[CH:41]=[CH:40][CH:39]=[CH:38][CH:37]=2)[C:30]2[CH:35]=[CH:34][CH:33]=[CH:32][CH:31]=2)[N:3]=1.[N:48]1[CH:53]=[CH:52][C:51](B(O)O)=[CH:50][CH:49]=1.C(=O)([O-])[O-].[Cs+].[Cs+]. (5) Given the product [CH3:9][C:5]1[C:6]([C:7]#[N:8])=[C:2]([NH:1][CH3:11])[S:3][C:4]=1[CH3:10], predict the reactants needed to synthesize it. The reactants are: [NH2:1][C:2]1[S:3][C:4]([CH3:10])=[C:5]([CH3:9])[C:6]=1[C:7]#[N:8].[CH3:11]I.